This data is from Forward reaction prediction with 1.9M reactions from USPTO patents (1976-2016). The task is: Predict the product of the given reaction. (1) Given the reactants [F:1][C:2]([F:26])([F:25])[CH:3]([CH2:8][N:9]1[CH2:14][CH2:13][CH2:12][CH:11]([C:15]2[CH:20]=[CH:19][CH:18]=[C:17]([C:21]([F:24])([F:23])[F:22])[CH:16]=2)[CH2:10]1)[CH2:4][C:5]([OH:7])=[O:6].CCN(C(C)C)C(C)C.CN(C=O)C.Br[CH2:42][C:43]([C:45]1[CH:50]=[CH:49][C:48]([Cl:51])=[CH:47][CH:46]=1)=[O:44], predict the reaction product. The product is: [F:26][C:2]([F:1])([F:25])[CH:3]([CH2:8][N:9]1[CH2:14][CH2:13][CH2:12][CH:11]([C:15]2[CH:20]=[CH:19][CH:18]=[C:17]([C:21]([F:22])([F:23])[F:24])[CH:16]=2)[CH2:10]1)[CH2:4][C:5]([O:7][CH2:42][C:43]([C:45]1[CH:50]=[CH:49][C:48]([Cl:51])=[CH:47][CH:46]=1)=[O:44])=[O:6]. (2) Given the reactants [F:1][C:2]1([F:54])[CH2:7][O:6][C:5]([NH:8]C(C2C=CC(OC)=CC=2)(C2C=CC=C(OC)C=2)C2C=CC=CC=2)=[N:4][C@@:3]1([C:33]1[N:38]=[C:37]([NH:39][C:40]([C:42]2[C:47]([Cl:48])=[CH:46][C:45]([C:49]([F:52])([F:51])[F:50])=[CH:44][N:43]=2)=[O:41])[CH:36]=[CH:35][C:34]=1[F:53])[CH3:32].C(O)(C(F)(F)F)=O.[NH4+].[OH-], predict the reaction product. The product is: [NH2:8][C:5]1[O:6][CH2:7][C:2]([F:54])([F:1])[C@:3]([C:33]2[N:38]=[C:37]([NH:39][C:40]([C:42]3[C:47]([Cl:48])=[CH:46][C:45]([C:49]([F:52])([F:50])[F:51])=[CH:44][N:43]=3)=[O:41])[CH:36]=[CH:35][C:34]=2[F:53])([CH3:32])[N:4]=1. (3) Given the reactants [Br:1][C:2]1[CH:9]=[CH:8][C:5]([CH:6]=[O:7])=[CH:4][C:3]=1[F:10].[N+:11]([CH:13](S(C1C=CC(C)=CC=1)(=O)=O)[CH3:14])#[C-:12].C([O-])([O-])=O.[K+].[K+], predict the reaction product. The product is: [Br:1][C:2]1[CH:9]=[CH:8][C:5]([C:6]2[O:7][CH:12]=[N:11][C:13]=2[CH3:14])=[CH:4][C:3]=1[F:10]. (4) Given the reactants Br[C:2]1[CH:3]=[N:4][CH:5]=[CH:6][CH:7]=1.[NH:8]1[CH2:11][CH:10]([C:12]([NH:14][C:15]2[CH:20]=[CH:19][C:18]([CH:21]3[CH2:26][CH2:25][N:24]([C:27]([O:29][C:30]([CH3:33])([CH3:32])[CH3:31])=[O:28])[CH2:23][CH2:22]3)=[CH:17][CH:16]=2)=[O:13])[CH2:9]1.N1CC(C(NC2C=CC(OC3CCN(C(OC(C)(C)C)=O)CC3)=CC=2)=O)[CH2:35]1, predict the reaction product. The product is: [CH3:35][C:5]1[N:4]=[CH:3][C:2]([N:8]2[CH2:11][CH:10]([C:12]([NH:14][C:15]3[CH:20]=[CH:19][C:18]([CH:21]4[CH2:22][CH2:23][N:24]([C:27]([O:29][C:30]([CH3:33])([CH3:32])[CH3:31])=[O:28])[CH2:25][CH2:26]4)=[CH:17][CH:16]=3)=[O:13])[CH2:9]2)=[CH:7][CH:6]=1.